This data is from NCI-60 drug combinations with 297,098 pairs across 59 cell lines. The task is: Regression. Given two drug SMILES strings and cell line genomic features, predict the synergy score measuring deviation from expected non-interaction effect. (1) Drug 1: CN1C(=O)N2C=NC(=C2N=N1)C(=O)N. Drug 2: C(=O)(N)NO. Cell line: BT-549. Synergy scores: CSS=-0.750, Synergy_ZIP=1.05, Synergy_Bliss=0.560, Synergy_Loewe=-2.53, Synergy_HSA=-1.86. (2) Drug 1: CC1=C2C(C(=O)C3(C(CC4C(C3C(C(C2(C)C)(CC1OC(=O)C(C(C5=CC=CC=C5)NC(=O)OC(C)(C)C)O)O)OC(=O)C6=CC=CC=C6)(CO4)OC(=O)C)OC)C)OC. Drug 2: C1=NC(=NC(=O)N1C2C(C(C(O2)CO)O)O)N. Cell line: OVCAR3. Synergy scores: CSS=63.3, Synergy_ZIP=9.08, Synergy_Bliss=8.00, Synergy_Loewe=-9.58, Synergy_HSA=9.49. (3) Drug 1: CC12CCC3C(C1CCC2NC(=O)OCC(F)(F)F)CCC4C3(C=CC(=O)N4C)C. Drug 2: COCCOC1=C(C=C2C(=C1)C(=NC=N2)NC3=CC=CC(=C3)C#C)OCCOC. Cell line: HCT116. Synergy scores: CSS=24.7, Synergy_ZIP=-2.29, Synergy_Bliss=1.56, Synergy_Loewe=0.650, Synergy_HSA=3.99. (4) Drug 1: CCC1=CC2CC(C3=C(CN(C2)C1)C4=CC=CC=C4N3)(C5=C(C=C6C(=C5)C78CCN9C7C(C=CC9)(C(C(C8N6C)(C(=O)OC)O)OC(=O)C)CC)OC)C(=O)OC.C(C(C(=O)O)O)(C(=O)O)O. Drug 2: CCC(=C(C1=CC=CC=C1)C2=CC=C(C=C2)OCCN(C)C)C3=CC=CC=C3.C(C(=O)O)C(CC(=O)O)(C(=O)O)O. Cell line: NCI-H522. Synergy scores: CSS=66.5, Synergy_ZIP=14.1, Synergy_Bliss=14.2, Synergy_Loewe=-16.7, Synergy_HSA=14.7. (5) Drug 1: CC1=CC2C(CCC3(C2CCC3(C(=O)C)OC(=O)C)C)C4(C1=CC(=O)CC4)C. Drug 2: CN1C2=C(C=C(C=C2)N(CCCl)CCCl)N=C1CCCC(=O)O.Cl. Cell line: OVCAR-8. Synergy scores: CSS=0.959, Synergy_ZIP=-1.29, Synergy_Bliss=-3.38, Synergy_Loewe=-6.16, Synergy_HSA=-4.62. (6) Drug 1: CCC1=CC2CC(C3=C(CN(C2)C1)C4=CC=CC=C4N3)(C5=C(C=C6C(=C5)C78CCN9C7C(C=CC9)(C(C(C8N6C)(C(=O)OC)O)OC(=O)C)CC)OC)C(=O)OC.C(C(C(=O)O)O)(C(=O)O)O. Drug 2: CC12CCC3C(C1CCC2O)C(CC4=C3C=CC(=C4)O)CCCCCCCCCS(=O)CCCC(C(F)(F)F)(F)F. Cell line: M14. Synergy scores: CSS=25.1, Synergy_ZIP=2.11, Synergy_Bliss=5.13, Synergy_Loewe=-21.0, Synergy_HSA=3.62.